Task: Binary classification across 12 toxicity assays.. Dataset: Tox21: 12 toxicity assays (nuclear receptors and stress response pathways) (1) The molecule is O=C(c1ccccc1)C1CCC1. It tested positive (active) for: SR-HSE (Heat Shock Element response). (2) The drug is CC(C)(C)c1nnc(NS(=O)(=O)c2ccccc2)s1. It tested positive (active) for: SR-ARE (Antioxidant Response Element (oxidative stress)), and SR-MMP (Mitochondrial Membrane Potential disruption). (3) The molecule is CCOP(=S)(OCC)Oc1cc(C)nc(N(CC)CC)n1. It tested positive (active) for: NR-AhR (Aryl hydrocarbon Receptor agonist activity).